From a dataset of Catalyst prediction with 721,799 reactions and 888 catalyst types from USPTO. Predict which catalyst facilitates the given reaction. (1) Reactant: [Br:1][CH2:2][CH2:3][N:4]([CH2:29][CH2:30][OH:31])[C:5]1[C:22]([N+:23]([O-:25])=[O:24])=[CH:21][C:20]([N+:26]([O-:28])=[O:27])=[CH:19][C:6]=1[C:7]([NH:9][CH2:10][CH2:11][O:12][CH:13]1[CH2:18][CH2:17][CH2:16][CH2:15][O:14]1)=[O:8].N1C=CC=CC=1.[CH3:38][S:39](O[S:39]([CH3:38])(=[O:41])=[O:40])(=[O:41])=[O:40]. Product: [CH3:38][S:39]([O:31][CH2:30][CH2:29][N:4]([CH2:3][CH2:2][Br:1])[C:5]1[C:6]([C:7]([NH:9][CH2:10][CH2:11][O:12][CH:13]2[CH2:18][CH2:17][CH2:16][CH2:15][O:14]2)=[O:8])=[CH:19][C:20]([N+:26]([O-:28])=[O:27])=[CH:21][C:22]=1[N+:23]([O-:25])=[O:24])(=[O:41])=[O:40]. The catalyst class is: 2. (2) Reactant: [C:1]([C:5]1[CH:9]=[C:8]([NH:10][C:11]([NH:13][C:14]2[C:23]3[C:18](=[CH:19][CH:20]=[CH:21][CH:22]=3)[C:17]([O:24][C:25]3[CH:30]=[CH:29][N:28]=[C:27](Cl)[N:26]=3)=[CH:16][CH:15]=2)=[O:12])[N:7]([C:32]2[CH:37]=[CH:36][C:35]([CH3:38])=[CH:34][CH:33]=2)[N:6]=1)([CH3:4])([CH3:3])[CH3:2].[F:39][C:40]1[CH:41]=[C:42]([CH:44]=[C:45]([O:47][CH2:48][CH2:49][O:50][CH2:51][CH2:52][O:53][CH2:54][CH2:55][O:56][CH3:57])[CH:46]=1)[NH2:43].C([O-])(O)=O.[Na+]. Product: [C:1]([C:5]1[CH:9]=[C:8]([NH:10][C:11]([NH:13][C:14]2[C:23]3[C:18](=[CH:19][CH:20]=[CH:21][CH:22]=3)[C:17]([O:24][C:25]3[CH:30]=[CH:29][N:28]=[C:27]([NH:43][C:42]4[CH:44]=[C:45]([O:47][CH2:48][CH2:49][O:50][CH2:51][CH2:52][O:53][CH2:54][CH2:55][O:56][CH3:57])[CH:46]=[C:40]([F:39])[CH:41]=4)[N:26]=3)=[CH:16][CH:15]=2)=[O:12])[N:7]([C:32]2[CH:37]=[CH:36][C:35]([CH3:38])=[CH:34][CH:33]=2)[N:6]=1)([CH3:4])([CH3:3])[CH3:2]. The catalyst class is: 3. (3) Reactant: [F:1][C:2]([F:23])([F:22])[C@@H:3]1[CH2:8][CH2:7][C@H:6]([NH:9][C:10]2[CH:11]=[C:12]3[C:17](=[CH:18][CH:19]=2)[CH:16]=[C:15]([CH2:20][OH:21])[CH:14]=[CH:13]3)[CH2:5][CH2:4]1. Product: [F:1][C:2]([F:22])([F:23])[C@@H:3]1[CH2:8][CH2:7][C@H:6]([NH:9][C:10]2[CH:11]=[C:12]3[C:17](=[CH:18][CH:19]=2)[CH:16]=[C:15]([CH:20]=[O:21])[CH:14]=[CH:13]3)[CH2:5][CH2:4]1. The catalyst class is: 177. (4) Reactant: [CH2:1]([O:3][C:4](=[O:20])[C:5]1[CH:17]=[C:16]([CH:18]=[O:19])[CH:15]=[C:7]([C:8]([N:10]([CH3:14])[CH2:11][CH2:12][CH3:13])=[O:9])[CH:6]=1)[CH3:2].C(O)C[OH:23].B(F)(F)F.CCOCC.[OH-].[Na+]. Product: [O:3]1[CH2:1][CH2:2][O:20][CH:4]1[C:5]1[CH:6]=[C:7]([C:8]([N:10]([CH3:14])[CH2:11][CH2:12][CH3:13])=[O:9])[CH:15]=[C:16]([CH:17]=1)[C:18]([OH:23])=[O:19]. The catalyst class is: 20. (5) Reactant: [CH:1]1([NH2:4])[CH2:3][CH2:2]1.[N+:5]([C:8]1[CH:13]=[CH:12][CH:11]=[CH:10][C:9]=1[S:14](Cl)(=[O:16])=[O:15])([O-:7])=[O:6]. The catalyst class is: 2. Product: [CH:1]1([NH:4][S:14]([C:9]2[CH:10]=[CH:11][CH:12]=[CH:13][C:8]=2[N+:5]([O-:7])=[O:6])(=[O:15])=[O:16])[CH2:3][CH2:2]1. (6) The catalyst class is: 180. Reactant: C[O:2][C:3](=O)[C:4]([Cl:23])([Cl:22])[CH2:5][N:6]([C:12]1[C:17]([N+:18]([O-])=O)=[CH:16][N:15]=[C:14]([Cl:21])[N:13]=1)[CH:7]1[CH2:11][CH2:10][CH2:9][CH2:8]1. Product: [Cl:21][C:14]1[N:15]=[CH:16][C:17]2[NH:18][C:3](=[O:2])[C:4]([Cl:23])([Cl:22])[CH2:5][N:6]([CH:7]3[CH2:11][CH2:10][CH2:9][CH2:8]3)[C:12]=2[N:13]=1. (7) Reactant: [CH3:1][N:2]1[C:6]([C:7]([NH:9][C:10]2[CH:15]=[C:14]([O:16][C:17]3[CH:18]=[N:19][C:20]([NH:23][S:24]([C:27]4[CH:32]=[CH:31][C:30]([CH3:33])=[CH:29][CH:28]=4)(=[O:26])=[O:25])=[CH:21][CH:22]=3)[CH:13]=[C:12]([CH3:34])[CH:11]=2)=[O:8])=[CH:5][C:4]([CH3:35])=[N:3]1.I[CH2:37][C:38]([NH2:40])=[O:39].C(N(CC)C(C)C)(C)C. Product: [NH2:40][C:38](=[O:39])[CH2:37][N:19]1[C:20](=[N:23][S:24]([C:27]2[CH:32]=[CH:31][C:30]([CH3:33])=[CH:29][CH:28]=2)(=[O:26])=[O:25])[CH:21]=[CH:22][C:17]([O:16][C:14]2[CH:15]=[C:10]([NH:9][C:7]([C:6]3[N:2]([CH3:1])[N:3]=[C:4]([CH3:35])[CH:5]=3)=[O:8])[CH:11]=[C:12]([CH3:34])[CH:13]=2)=[CH:18]1. The catalyst class is: 9.